This data is from Catalyst prediction with 721,799 reactions and 888 catalyst types from USPTO. The task is: Predict which catalyst facilitates the given reaction. (1) Reactant: Br[CH2:2][CH2:3][O:4][C:5]1[CH:14]=[C:13]2[C:8]([C:9]([S:15][CH3:16])=[N:10][CH:11]=[N:12]2)=[CH:7][CH:6]=1.[C:17]([N:22]1[CH2:27][CH2:26][NH:25][CH2:24][CH2:23]1)(=[O:21])[CH2:18][CH2:19][CH3:20].C([O-])([O-])=O.[Na+].[Na+]. Product: [C:17]([N:22]1[CH2:27][CH2:26][N:25]([CH2:2][CH2:3][O:4][C:5]2[CH:14]=[C:13]3[C:8]([C:9]([S:15][CH3:16])=[N:10][CH:11]=[N:12]3)=[CH:7][CH:6]=2)[CH2:24][CH2:23]1)(=[O:21])[CH2:18][CH2:19][CH3:20]. The catalyst class is: 232. (2) Reactant: [Cl:1][C:2]1[S:6][C:5]([C:7]([OH:9])=O)=[CH:4][CH:3]=1.[NH2:10][C@H:11]([CH2:30][O:31][CH2:32][C:33]1[CH:38]=[CH:37][CH:36]=[CH:35][CH:34]=1)[C:12]([NH:14][C:15]1[CH:20]=[CH:19][C:18]([N:21]2[CH2:27][CH2:26][CH2:25][N:24]([CH3:28])[CH2:23][CH2:22]2)=[C:17]([Cl:29])[CH:16]=1)=[O:13].CN(C(ON1N=NC2C=CC=CC1=2)=[N+](C)C)C.[B-](F)(F)(F)F.CN1CCOCC1. Product: [CH2:32]([O:31][CH2:30][C@@H:11]([NH:10][C:7]([C:5]1[S:6][C:2]([Cl:1])=[CH:3][CH:4]=1)=[O:9])[C:12](=[O:13])[NH:14][C:15]1[CH:20]=[CH:19][C:18]([N:21]2[CH2:27][CH2:26][CH2:25][N:24]([CH3:28])[CH2:23][CH2:22]2)=[C:17]([Cl:29])[CH:16]=1)[C:33]1[CH:38]=[CH:37][CH:36]=[CH:35][CH:34]=1. The catalyst class is: 3. (3) Reactant: Cl.CN[O:4][CH3:5].CCN=C=NCCC[N:14]([CH3:16])C.CN1CCOCC1.[CH3:24][C:25]([CH3:35])([O:27][C:28]([NH:30][CH2:31][C:32]([OH:34])=O)=[O:29])[CH3:26]. Product: [CH3:5][O:4][CH2:16][NH:14][C:32](=[O:34])[CH2:31][NH:30][C:28](=[O:29])[O:27][C:25]([CH3:24])([CH3:26])[CH3:35]. The catalyst class is: 166. (4) Reactant: [CH:1]1([C@@H:7]([NH:9][C:10]2[S:11][C:12]3[CH:18]=[C:17]([OH:19])[CH:16]=[CH:15][C:13]=3[N:14]=2)[CH3:8])[CH2:6][CH2:5][CH2:4][CH2:3][CH2:2]1.C(=O)([O-])[O-].[Cs+].[Cs+].[Cl:26][C:27]1[CH:32]=[C:31](F)[CH:30]=[CH:29][N:28]=1. Product: [Cl:26][C:27]1[CH:32]=[C:31]([O:19][C:17]2[CH:16]=[CH:15][C:13]3[N:14]=[C:10]([NH:9][C@H:7]([CH:1]4[CH2:6][CH2:5][CH2:4][CH2:3][CH2:2]4)[CH3:8])[S:11][C:12]=3[CH:18]=2)[CH:30]=[CH:29][N:28]=1. The catalyst class is: 37. (5) Product: [N:14]1[C:15]2[C:20](=[CH:19][CH:18]=[CH:17][CH:16]=2)[CH:21]=[CH:22][C:13]=1[N:11]1[CH2:12][CH:9]([O:8][C:3]2[C:2]([N:23]3[CH2:28][CH2:27][CH:26]([C:29]#[N:30])[CH2:25][CH2:24]3)=[CH:7][CH:6]=[CH:5][N:4]=2)[CH2:10]1. The catalyst class is: 101. Reactant: Br[C:2]1[C:3]([O:8][CH:9]2[CH2:12][N:11]([C:13]3[CH:22]=[CH:21][C:20]4[C:15](=[CH:16][CH:17]=[CH:18][CH:19]=4)[N:14]=3)[CH2:10]2)=[N:4][CH:5]=[CH:6][CH:7]=1.[NH:23]1[CH2:28][CH2:27][CH:26]([C:29]#[N:30])[CH2:25][CH2:24]1.C1(P(C2C=CC=CC=2)C2C=CC3C(=CC=CC=3)C=2C2C3C(=CC=CC=3)C=CC=2P(C2C=CC=CC=2)C2C=CC=CC=2)C=CC=CC=1.C(O[Na])(C)(C)C.